Task: Predict the reactants needed to synthesize the given product.. Dataset: Full USPTO retrosynthesis dataset with 1.9M reactions from patents (1976-2016) Given the product [C:8]1([C:5]2[N:6]=[CH:7][C:2]([NH:22][CH2:20][CH3:21])=[N:3][C:4]=2[C:14]2[CH:19]=[CH:18][CH:17]=[CH:16][CH:15]=2)[CH:13]=[CH:12][CH:11]=[CH:10][CH:9]=1, predict the reactants needed to synthesize it. The reactants are: Cl[C:2]1[CH:7]=[N:6][C:5]([C:8]2[CH:13]=[CH:12][CH:11]=[CH:10][CH:9]=2)=[C:4]([C:14]2[CH:19]=[CH:18][CH:17]=[CH:16][CH:15]=2)[N:3]=1.[CH2:20]([NH2:22])[CH3:21].